Task: Predict the reactants needed to synthesize the given product.. Dataset: Full USPTO retrosynthesis dataset with 1.9M reactions from patents (1976-2016) Given the product [CH2:20]([N:17]1[CH2:18][CH2:19][CH:14]([NH:13][CH3:12])[CH2:15][CH2:16]1)[C:21]1[CH:22]=[CH:23][CH:24]=[CH:25][CH:26]=1, predict the reactants needed to synthesize it. The reactants are: [H-].[H-].[H-].[H-].[Li+].[Al+3].C(O[C:12](=O)[NH:13][CH:14]1[CH2:19][CH2:18][N:17]([CH2:20][C:21]2[CH:26]=[CH:25][CH:24]=[CH:23][CH:22]=2)[CH2:16][CH2:15]1)(C)(C)C.O.[OH-].[Na+].